Dataset: Full USPTO retrosynthesis dataset with 1.9M reactions from patents (1976-2016). Task: Predict the reactants needed to synthesize the given product. (1) Given the product [F:6][C:7]1[C:16]2[O:15][CH2:14][C:13](=[O:17])[NH:12][C:11]=2[CH:10]=[C:9]([C:28](=[CH:31][C:32]2[CH:37]=[CH:36][CH:35]=[CH:34][CH:33]=2)[CH:29]=[O:30])[CH:8]=1, predict the reactants needed to synthesize it. The reactants are: C1COCC1.[F:6][C:7]1[C:16]2[O:15][CH2:14][C:13](=[O:17])[NH:12][C:11]=2[CH:10]=[C:9](B2OC(C)(C)C(C)(C)O2)[CH:8]=1.Br[C:28](=[CH:31][C:32]1[CH:37]=[CH:36][CH:35]=[CH:34][CH:33]=1)[CH:29]=[O:30].C([O-])([O-])=O.[Cs+].[Cs+]. (2) Given the product [F:1][C:2]1[CH:7]=[C:6]([O:26][CH3:25])[CH:5]=[CH:4][C:3]=1[S:9]([CH:12]1[CH2:13][CH2:14][NH:15][CH2:16][CH2:17]1)(=[O:10])=[O:11].[ClH:28], predict the reactants needed to synthesize it. The reactants are: [F:1][C:2]1[CH:7]=[C:6](F)[CH:5]=[CH:4][C:3]=1[S:9]([CH:12]1[CH2:17][CH2:16][N:15](C(OC(C)(C)C)=O)[CH2:14][CH2:13]1)(=[O:11])=[O:10].[CH3:25][O-:26].[Na+].[ClH:28].